This data is from Forward reaction prediction with 1.9M reactions from USPTO patents (1976-2016). The task is: Predict the product of the given reaction. (1) The product is: [C:32]1([C:22]2[N:23]=[C:24]([C:26]3[CH:31]=[CH:30][CH:29]=[CH:28][CH:27]=3)[N:25]=[C:20]([C:17]3[CH:18]=[CH:19][C:14]([C:3]4[CH:2]=[CH:1][C:9]5[C:8]6[CH:10]=[CH:11][CH:12]=[C:13]([Si:52]([CH3:55])([CH3:54])[CH3:53])[C:7]=6[O:6][C:5]=5[CH:4]=4)=[CH:15][CH:16]=3)[N:21]=2)[CH:33]=[CH:34][CH:35]=[CH:36][CH:37]=1. Given the reactants [CH:1]1[C:9]2[C:8]3[CH:10]=[CH:11][CH:12]=[CH:13][C:7]=3[O:6][C:5]=2[CH:4]=[C:3]([C:14]2[CH:19]=[CH:18][C:17]([C:20]3[N:25]=[C:24]([C:26]4[CH:31]=[CH:30][CH:29]=[CH:28][CH:27]=4)[N:23]=[C:22]([C:32]4[CH:37]=[CH:36][CH:35]=[CH:34][CH:33]=4)[N:21]=3)=[CH:16][CH:15]=2)[CH:2]=1.CN(CCN(C)C)C.C([Li])CCC.Cl[Si:52]([CH3:55])([CH3:54])[CH3:53], predict the reaction product. (2) Given the reactants [Cl:1][C:2]1[CH:7]=[C:6]2[NH:8][C:9](=[O:31])[C:10]3([CH:14]([CH2:15][C:16]([CH3:19])([CH3:18])[CH3:17])[CH2:13][N:12]([C:20](Cl)=[O:21])[CH:11]3[C:23]3[CH:28]=[CH:27][CH:26]=[C:25]([Cl:29])[C:24]=3[F:30])[C:5]2=[CH:4][CH:3]=1.[CH3:32][N:33]1[CH:37]=[C:36]([CH2:38][NH2:39])[C:35]([CH3:40])=[N:34]1, predict the reaction product. The product is: [CH3:32][N:33]1[CH:37]=[C:36]([CH2:38][NH:39][C:20]([N:12]2[CH2:13][CH:14]([CH2:15][C:16]([CH3:17])([CH3:19])[CH3:18])[C:10]3([C:5]4[C:6](=[CH:7][C:2]([Cl:1])=[CH:3][CH:4]=4)[NH:8][C:9]3=[O:31])[CH:11]2[C:23]2[CH:28]=[CH:27][CH:26]=[C:25]([Cl:29])[C:24]=2[F:30])=[O:21])[C:35]([CH3:40])=[N:34]1.